This data is from Forward reaction prediction with 1.9M reactions from USPTO patents (1976-2016). The task is: Predict the product of the given reaction. (1) Given the reactants [Br:1][C:2]1[CH:6]=[N:5][N:4]([CH:7]([CH3:9])[CH3:8])[C:3]=1[C:10]1[CH:11]=[C:12]([NH2:18])[CH:13]=[CH:14][C:15]=1[O:16][CH3:17].Cl[C:20]1[CH:21]=[C:22]([N:30]=[C:31]=[O:32])[CH:23]=[CH:24][C:25]=1[C:26]([F:29])([F:28])[F:27].C(Cl)[Cl:34], predict the reaction product. The product is: [Br:1][C:2]1[CH:6]=[N:5][N:4]([CH:7]([CH3:9])[CH3:8])[C:3]=1[C:10]1[CH:11]=[C:12]([NH:18][C:31]([NH:30][C:22]2[CH:23]=[CH:24][C:25]([C:26]([F:29])([F:28])[F:27])=[CH:20][C:21]=2[Cl:34])=[O:32])[CH:13]=[CH:14][C:15]=1[O:16][CH3:17]. (2) Given the reactants [CH3:1][N:2]1[C:6]([C:7]2[CH:8]=[C:9]3[C:14](=[CH:15][CH:16]=2)[N:13]=[CH:12][CH:11]=[CH:10]3)=[N:5][N:4]=[C:3]1[S:17][CH2:18][CH2:19][CH2:20][CH:21]=O.[CH2:23]([S:25]([C:28]1[CH:38]=[CH:37][C:31]2[CH2:32][CH2:33][NH:34][CH2:35][CH2:36][C:30]=2[CH:29]=1)(=[O:27])=[O:26])[CH3:24].C(O[BH-](OC(=O)C)OC(=O)C)(=O)C.[Na+], predict the reaction product. The product is: [CH2:23]([S:25]([C:28]1[CH:38]=[CH:37][C:31]2[CH2:32][CH2:33][N:34]([CH2:21][CH2:20][CH2:19][CH2:18][S:17][C:3]3[N:2]([CH3:1])[C:6]([C:7]4[CH:8]=[C:9]5[C:14](=[CH:15][CH:16]=4)[N:13]=[CH:12][CH:11]=[CH:10]5)=[N:5][N:4]=3)[CH2:35][CH2:36][C:30]=2[CH:29]=1)(=[O:26])=[O:27])[CH3:24]. (3) Given the reactants [F:1][C:2]1[CH:10]=[CH:9][C:5]([C:6]([NH2:8])=[O:7])=[CH:4][CH:3]=1.Cl[CH:12]([C:17]([CH3:19])=O)[C:13]([O:15][CH3:16])=[O:14], predict the reaction product. The product is: [CH3:16][O:15][C:13]([C:12]1[O:7][C:6]([C:5]2[CH:9]=[CH:10][C:2]([F:1])=[CH:3][CH:4]=2)=[N:8][C:17]=1[CH3:19])=[O:14]. (4) Given the reactants S(S([O-])=O)([O-])=O.[Na+].[Na+].N.[CH3:10][C:11]1[CH:16]=[CH:15][C:14]([N+:17]([O-])=O)=[CH:13][C:12]=1/[N:20]=[C:21](\[C:31]#[N:32])/[C:22]1[S:30][C:25]2=[N:26][CH:27]=[CH:28][N:29]=[C:24]2[CH:23]=1, predict the reaction product. The product is: [NH2:17][C:14]1[CH:15]=[CH:16][C:11]([CH3:10])=[C:12]([NH:20][CH:21]([C:22]2[S:30][C:25]3=[N:26][CH:27]=[CH:28][N:29]=[C:24]3[CH:23]=2)[C:31]#[N:32])[CH:13]=1.